From a dataset of Full USPTO retrosynthesis dataset with 1.9M reactions from patents (1976-2016). Predict the reactants needed to synthesize the given product. (1) Given the product [Cl:1][C:2]1[C:3]([F:23])=[C:4]([N:8]2[C:12]([S:13][C:14]3[CH:15]=[N:16][C:17]([Cl:20])=[CH:18][CH:19]=3)=[CH:11][C:10]([CH:21]=[O:22])=[N:9]2)[CH:5]=[CH:6][CH:7]=1, predict the reactants needed to synthesize it. The reactants are: [Cl:1][C:2]1[C:3]([F:23])=[C:4]([N:8]2[C:12]([S:13][C:14]3[CH:15]=[N:16][C:17]([Cl:20])=[CH:18][CH:19]=3)=[CH:11][C:10]([CH2:21][OH:22])=[N:9]2)[CH:5]=[CH:6][CH:7]=1.C(N(CC)CC)C.O. (2) Given the product [ClH:1].[ClH:1].[CH3:2][N:3]1[CH:7]=[N:6][C:5]([C:8]2[CH:9]=[CH:10][C:11]([C:14]3[CH2:19][CH2:18][NH:17][CH2:16][CH:15]=3)=[N:12][CH:13]=2)=[N:4]1, predict the reactants needed to synthesize it. The reactants are: [ClH:1].[CH3:2][N:3]1[CH:7]=[N:6][C:5]([C:8]2[CH:9]=[CH:10][C:11]([C:14]3[CH2:19][CH2:18][N:17](C(OC(C)(C)C)=O)[CH2:16][CH:15]=3)=[N:12][CH:13]=2)=[N:4]1.